From a dataset of Retrosynthesis with 50K atom-mapped reactions and 10 reaction types from USPTO. Predict the reactants needed to synthesize the given product. (1) Given the product CCOC(=O)C1CCN(C(c2ccccc2)(c2ccccc2)c2ccccc2)CC1, predict the reactants needed to synthesize it. The reactants are: CCOC(=O)C1CCNCC1.ClC(c1ccccc1)(c1ccccc1)c1ccccc1. (2) Given the product Nc1ncnn2c(CCCN3CCOCC3)cc(Br)c12, predict the reactants needed to synthesize it. The reactants are: C1COCCN1.Nc1ncnn2c(CCCBr)cc(Br)c12. (3) Given the product CON(C)C(=O)c1n[nH]c2c(F)cccc12, predict the reactants needed to synthesize it. The reactants are: CNOC.O=C(O)c1n[nH]c2c(F)cccc12. (4) Given the product CCOC(=O)C1(c2ccc(-c3ccc(-c4onc(C)c4CCC(=O)NCC4CC4)cc3)cc2)CC1, predict the reactants needed to synthesize it. The reactants are: CCOC(=O)C1(c2ccc(-c3ccc(-c4onc(C)c4CCC(=O)O)cc3)cc2)CC1.NCC1CC1. (5) Given the product CCCCCCCCCCC#Cc1cc(C)c(N(C)S(=O)(=O)c2ccc(OC)cc2)c(C(=O)OC)c1, predict the reactants needed to synthesize it. The reactants are: C#CCCCCCCCCCC.COC(=O)c1cc(Br)cc(C)c1N(C)S(=O)(=O)c1ccc(OC)cc1. (6) Given the product O=C1N(CC2CCCCO2)c2ccccc2C12COc1cc3c(cc12)CCO3, predict the reactants needed to synthesize it. The reactants are: BrCC1CCCCO1.O=C1Nc2ccccc2C12COc1cc3c(cc12)CCO3. (7) Given the product CC(C)(C)OC(=O)NC1=N[C@](C)(c2cc(NC(=O)c3ccc(C#N)cn3)ccc2F)Cn2c1nc(Cl)c2Cl, predict the reactants needed to synthesize it. The reactants are: CC(C)(C)OC(=O)NC1=N[C@](C)(c2cc(N)ccc2F)Cn2c1nc(Cl)c2Cl.N#Cc1ccc(C(=O)O)nc1.